This data is from Catalyst prediction with 721,799 reactions and 888 catalyst types from USPTO. The task is: Predict which catalyst facilitates the given reaction. Reactant: [F:1][C:2]1[CH:7]=[C:6]([S:8][C:9]([F:12])([F:11])[F:10])[CH:5]=[CH:4][C:3]=1[N:13]([CH3:26])[C:14]([NH:16][CH2:17][C:18]1[CH:23]=[CH:22][CH:21]=[C:20]([O:24][CH3:25])[CH:19]=1)=[O:15].C(N(C(C)C)CC)(C)C.[F:36][C:37]1[CH:45]=[CH:44][CH:43]=[C:42]([F:46])[C:38]=1[C:39](Cl)=[O:40].C(OCC)(=O)C. Product: [F:36][C:37]1[CH:45]=[CH:44][CH:43]=[C:42]([F:46])[C:38]=1[C:39]([N:16]([CH2:17][C:18]1[CH:23]=[CH:22][CH:21]=[C:20]([O:24][CH3:25])[CH:19]=1)[C:14]([N:13]([C:3]1[CH:4]=[CH:5][C:6]([S:8][C:9]([F:12])([F:10])[F:11])=[CH:7][C:2]=1[F:1])[CH3:26])=[O:15])=[O:40]. The catalyst class is: 11.